This data is from Full USPTO retrosynthesis dataset with 1.9M reactions from patents (1976-2016). The task is: Predict the reactants needed to synthesize the given product. (1) The reactants are: C[Si]([N-][Si](C)(C)C)(C)C.[Li+].[CH3:11][O:12][C:13]1[CH:18]=[CH:17][C:16]([C:19](=[O:24])[CH2:20][CH:21]([CH3:23])[CH3:22])=[CH:15][C:14]=1[O:25][CH2:26][CH2:27][CH2:28][O:29][CH3:30].[CH2:31]([C@H:38]1[CH2:42][O:41][C:40](=[O:43])[N:39]1[C:44](=[O:54])[C@H:45]([CH:51]([CH3:53])[CH3:52])[CH2:46]/[CH:47]=[CH:48]/[CH2:49]Br)[C:32]1[CH:37]=[CH:36][CH:35]=[CH:34][CH:33]=1.[Cl-].[NH4+]. Given the product [CH2:31]([C@H:38]1[CH2:42][O:41][C:40](=[O:43])[N:39]1[C:44](=[O:54])[C@H:45]([CH:51]([CH3:53])[CH3:52])[CH2:46]/[CH:47]=[CH:48]/[CH2:49][CH:20]([C:19](=[O:24])[C:16]1[CH:17]=[CH:18][C:13]([O:12][CH3:11])=[C:14]([O:25][CH2:26][CH2:27][CH2:28][O:29][CH3:30])[CH:15]=1)[CH:21]([CH3:23])[CH3:22])[C:32]1[CH:33]=[CH:34][CH:35]=[CH:36][CH:37]=1, predict the reactants needed to synthesize it. (2) Given the product [Br:14][CH2:10][C:8]1[C:7]([Cl:12])=[CH:6][C:4]2[O:5][CH2:1][O:2][C:3]=2[CH:9]=1, predict the reactants needed to synthesize it. The reactants are: [CH2:1]1[O:5][C:4]2[CH:6]=[C:7]([Cl:12])[C:8]([CH2:10]O)=[CH:9][C:3]=2[O:2]1.P(Br)(Br)[Br:14]. (3) Given the product [O:33]=[C:31]1[NH:30][C:27]2=[N:28][CH:29]=[C:24]([C:16]3[CH:17]=[C:18]([O:22][CH3:23])[C:19]([O:20][CH3:21])=[C:14]([O:13][CH3:12])[CH:15]=3)[CH:25]=[C:26]2[C:32]1=[CH:1][C:3]1[CH:11]=[CH:10][C:6]([C:7]([NH2:9])=[O:8])=[CH:5][CH:4]=1, predict the reactants needed to synthesize it. The reactants are: [CH:1]([C:3]1[CH:11]=[CH:10][C:6]([C:7]([NH2:9])=[O:8])=[CH:5][CH:4]=1)=O.[CH3:12][O:13][C:14]1[CH:15]=[C:16]([C:24]2[CH:25]=[C:26]3[CH2:32][C:31](=[O:33])[N:30](COCC[Si](C)(C)C)[C:27]3=[N:28][CH:29]=2)[CH:17]=[C:18]([O:22][CH3:23])[C:19]=1[O:20][CH3:21]. (4) Given the product [CH2:1]([O:8][CH2:9][C@H:10]1[C@@H:14]([O:15][Si:16]([C:19]([CH3:20])([CH3:22])[CH3:21])([CH3:18])[CH3:17])[CH2:13][C@H:12]([NH:23][C:36]2[N:35]=[C:34]([NH:39][C@@H:40]3[C:48]4[C:43](=[CH:44][CH:45]=[CH:46][CH:47]=4)[CH2:42][C@@H:41]3[O:49][CH3:50])[N:33]=[C:32]([Cl:31])[N:37]=2)[CH2:11]1)[C:2]1[CH:7]=[CH:6][CH:5]=[CH:4][CH:3]=1, predict the reactants needed to synthesize it. The reactants are: [CH2:1]([O:8][CH2:9][C@H:10]1[C@@H:14]([O:15][Si:16]([C:19]([CH3:22])([CH3:21])[CH3:20])([CH3:18])[CH3:17])[CH2:13][C@H:12]([NH2:23])[CH2:11]1)[C:2]1[CH:7]=[CH:6][CH:5]=[CH:4][CH:3]=1.C(N(CC)CC)C.[Cl:31][C:32]1[N:37]=[C:36](Cl)[N:35]=[C:34]([NH:39][C@@H:40]2[C:48]3[C:43](=[CH:44][CH:45]=[CH:46][CH:47]=3)[CH2:42][C@@H:41]2[O:49][CH3:50])[N:33]=1.